Dataset: Full USPTO retrosynthesis dataset with 1.9M reactions from patents (1976-2016). Task: Predict the reactants needed to synthesize the given product. (1) Given the product [CH2:16]([O:18][C:19]([C:21]1[C:30](=[O:31])[N:29]2[C:24]([C:25]([CH3:34])=[C:26]([N:1]3[CH2:5][CH2:4][CH:3]([CH2:6][NH:7][C:8]([CH:10]4[CH2:15][CH2:14][NH:13][CH2:12][CH2:11]4)=[O:9])[CH2:2]3)[C:27]([F:32])=[CH:28]2)=[C:23]([CH:35]2[CH2:36][CH2:37]2)[CH:22]=1)=[O:20])[CH3:17], predict the reactants needed to synthesize it. The reactants are: [NH:1]1[CH2:5][CH2:4][CH:3]([CH2:6][NH:7][C:8]([CH:10]2[CH2:15][CH2:14][NH:13][CH2:12][CH2:11]2)=[O:9])[CH2:2]1.[CH2:16]([O:18][C:19]([C:21]1[C:30](=[O:31])[N:29]2[C:24]([C:25]([CH3:34])=[C:26](Cl)[C:27]([F:32])=[CH:28]2)=[C:23]([CH:35]2[CH2:37][CH2:36]2)[CH:22]=1)=[O:20])[CH3:17].C([O-])(O)=O.[Na+]. (2) Given the product [Br:1][C:2]1[CH:7]=[CH:6][C:5]([CH2:8][N:9]([CH2:23][CH:24]([CH3:26])[CH3:25])[S:10]([CH2:13][C:14]2[CH:15]=[CH:16][CH:17]=[CH:18][CH:19]=2)(=[O:12])=[O:11])=[CH:4][CH:3]=1, predict the reactants needed to synthesize it. The reactants are: [Br:1][C:2]1[CH:7]=[CH:6][C:5]([CH2:8][NH:9][S:10]([CH2:13][C:14]2[CH:19]=[CH:18][CH:17]=[CH:16][CH:15]=2)(=[O:12])=[O:11])=[CH:4][CH:3]=1.[H-].[Na+].Br[CH2:23][CH:24]([CH3:26])[CH3:25].O. (3) The reactants are: [CH3:1][N:2]([CH3:34])[C:3]([C:5]1[C:22]([CH2:23][CH2:24][C@@H:25](O)[C:26]2[CH:31]=[CH:30][CH:29]=[CH:28][CH:27]=2)=[C:21]([OH:33])[C:8]2[N:9]=[C:10]([CH3:20])[N:11]([CH2:12][O:13][CH2:14][CH2:15][Si:16]([CH3:19])([CH3:18])[CH3:17])[C:7]=2[CH:6]=1)=[O:4].C1(P(C2C=CC=CC=2)C2C=CC=CC=2)C=CC=CC=1.CC(OC(/N=N/C(OC(C)C)=O)=O)C.C1(P(=O)(C2C=CC=CC=2)C2C=CC=CC=2)C=CC=CC=1. Given the product [CH3:34][N:2]([CH3:1])[C:3]([C:5]1[C:22]2[CH2:23][CH2:24][C@@H:25]([C:26]3[CH:27]=[CH:28][CH:29]=[CH:30][CH:31]=3)[O:33][C:21]=2[C:8]2[N:9]=[C:10]([CH3:20])[N:11]([CH2:12][O:13][CH2:14][CH2:15][Si:16]([CH3:17])([CH3:18])[CH3:19])[C:7]=2[CH:6]=1)=[O:4], predict the reactants needed to synthesize it. (4) Given the product [Cl:1][C:2]1[CH:3]=[C:4]2[C:5]([C:6](=[O:8])[NH:13][C:12]32[CH2:15][CH2:14]3)=[CH:10][CH:11]=1, predict the reactants needed to synthesize it. The reactants are: [Cl:1][C:2]1[CH:11]=[CH:10][C:5]([C:6]([O:8]C)=O)=[C:4]([C:12]#[N:13])[CH:3]=1.[CH3:14][CH2:15][Mg+].[Br-].